Regression. Given two drug SMILES strings and cell line genomic features, predict the synergy score measuring deviation from expected non-interaction effect. From a dataset of Merck oncology drug combination screen with 23,052 pairs across 39 cell lines. Synergy scores: synergy=3.22. Cell line: ES2. Drug 1: CN(C)C(=N)N=C(N)N. Drug 2: C=CCn1c(=O)c2cnc(Nc3ccc(N4CCN(C)CC4)cc3)nc2n1-c1cccc(C(C)(C)O)n1.